This data is from CYP2C9 inhibition data for predicting drug metabolism from PubChem BioAssay. The task is: Regression/Classification. Given a drug SMILES string, predict its absorption, distribution, metabolism, or excretion properties. Task type varies by dataset: regression for continuous measurements (e.g., permeability, clearance, half-life) or binary classification for categorical outcomes (e.g., BBB penetration, CYP inhibition). Dataset: cyp2c9_veith. (1) The molecule is COc1ccc(-n2c(=O)c(-c3cccc(F)c3)nc3cncnc32)cc1. The result is 0 (non-inhibitor). (2) The drug is c1ccc(-n2ncc3c2ncn2cnnc32)cc1. The result is 0 (non-inhibitor). (3) The drug is COc1nc(N)nc2c1ncn2[C@@H]1C[C@H](O)[C@@H](CO)O1. The result is 0 (non-inhibitor). (4) The molecule is COc1ccccc1-c1ccc2ncnc(N3CCN(C)CC3)c2c1. The result is 0 (non-inhibitor).